From a dataset of Reaction yield outcomes from USPTO patents with 853,638 reactions. Predict the reaction yield, written as a fraction of the theoretical maximum amount of product (1.0 means a 100% yield; for example, 0.34 means a 34% yield). (1) The reactants are [F:1][C:2]1[CH:3]=[C:4]([C:8]2[CH:9]=[C:10]([CH3:19])[C:11]([O:17][CH3:18])=[C:12]([CH:16]=2)[C:13]([OH:15])=O)[CH:5]=[CH:6][CH:7]=1.C(Cl)(C(Cl)=O)=O.[NH2:26][C:27]1[C:28]([CH3:35])=[C:29]([OH:34])[CH:30]=[CH:31][C:32]=1[F:33].C([O-])(O)=O.[Na+]. The catalyst is C(Cl)Cl.C1COCC1.O. The product is [F:33][C:32]1[C:27]([NH:26][C:13](=[O:15])[C:12]2[CH:16]=[C:8]([C:4]3[CH:5]=[CH:6][CH:7]=[C:2]([F:1])[CH:3]=3)[CH:9]=[C:10]([CH3:19])[C:11]=2[O:17][CH3:18])=[C:28]([CH3:35])[C:29]([OH:34])=[CH:30][CH:31]=1. The yield is 0.800. (2) The reactants are [C:1]([O:5][C:6](=[O:31])[CH2:7][CH2:8][CH2:9][O:10][CH2:11][CH2:12][N:13]1[C:22]2[C:17]([C:18](=[O:24])[NH:19][C:20](=[O:23])[N:21]=2)=[N:16][C:15]2[CH:25]=[C:26]([CH3:30])[C:27]([CH3:29])=[CH:28][C:14]1=2)(C)(C)C.C(Cl)(=O)C. The catalyst is CO. The product is [CH3:30][C:26]1[C:27]([CH3:29])=[CH:28][C:14]2[N:13]([CH2:12][CH2:11][O:10][CH2:9][CH2:8][CH2:7][C:6]([O:5][CH3:1])=[O:31])[C:22]3[C:17]([C:18](=[O:24])[NH:19][C:20](=[O:23])[N:21]=3)=[N:16][C:15]=2[CH:25]=1. The yield is 0.610.